Dataset: Catalyst prediction with 721,799 reactions and 888 catalyst types from USPTO. Task: Predict which catalyst facilitates the given reaction. (1) Reactant: [C:1](/[C:3](=[C:9](/SC)\[N:10]1[CH2:14][CH2:13][CH2:12][CH2:11]1)/[C:4]([O:6]CC)=O)#[N:2].C1CCN2C(=NCCC2)CC1.[CH3:28][NH:29][NH2:30]. Product: [CH3:28][N:29]1[C:9]([N:10]2[CH2:11][CH2:12][CH2:13][CH2:14]2)=[C:3]([C:1]#[N:2])[C:4](=[O:6])[NH:30]1. The catalyst class is: 47. (2) Reactant: [F:1][CH:2]([F:24])[O:3][C:4]1[CH:5]=[C:6]([N:10]2[CH:15]=[CH:14][C:13](=[O:16])[C:12]([C:17](=O)[CH:18]=[CH:19][N:20](C)C)=[N:11]2)[CH:7]=[CH:8][CH:9]=1.[C:25]1([NH:31]N)[CH:30]=[CH:29][CH:28]=[CH:27][CH:26]=1. Product: [F:1][CH:2]([F:24])[O:3][C:4]1[CH:5]=[C:6]([N:10]2[CH:15]=[CH:14][C:13](=[O:16])[C:12]([C:17]3[N:31]([C:25]4[CH:30]=[CH:29][CH:28]=[CH:27][CH:26]=4)[N:20]=[CH:19][CH:18]=3)=[N:11]2)[CH:7]=[CH:8][CH:9]=1. The catalyst class is: 5. (3) The catalyst class is: 2. Product: [CH3:1][C@@H:2]1[NH:3][CH2:4][CH2:5][N:6]([C:15]([O:17][C:18]([CH3:21])([CH3:20])[CH3:19])=[O:16])[CH2:7]1. Reactant: [CH3:1][C@H:2]1[CH2:7][NH:6][CH2:5][CH2:4][NH:3]1.C(N(CC)CC)C.[C:15](O[C:15]([O:17][C:18]([CH3:21])([CH3:20])[CH3:19])=[O:16])([O:17][C:18]([CH3:21])([CH3:20])[CH3:19])=[O:16].